From a dataset of Reaction yield outcomes from USPTO patents with 853,638 reactions. Predict the reaction yield, written as a fraction of the theoretical maximum amount of product (1.0 means a 100% yield; for example, 0.34 means a 34% yield). The reactants are C([O:3][C:4]([C:6]1[N:7]([CH3:16])[C:8]2[C:13]([CH:14]=1)=[CH:12][C:11]([Cl:15])=[CH:10][CH:9]=2)=O)C.CO[NH:19][CH3:20]. The catalyst is C1(C)C=CC=CC=1. The product is [CH3:20][NH:19][C:4]([C:6]1[N:7]([CH3:16])[C:8]2[C:13]([CH:14]=1)=[CH:12][C:11]([Cl:15])=[CH:10][CH:9]=2)=[O:3]. The yield is 0.960.